This data is from Full USPTO retrosynthesis dataset with 1.9M reactions from patents (1976-2016). The task is: Predict the reactants needed to synthesize the given product. (1) Given the product [CH2:13]([O:33][C:31](=[O:32])[CH:30]([C:7]1[C:2]([F:1])=[CH:3][C:4]([O:9][CH3:10])=[CH:5][C:6]=1[F:8])[OH:34])[CH3:14], predict the reactants needed to synthesize it. The reactants are: [F:1][C:2]1[CH:3]=[C:4]([O:9][CH3:10])[CH:5]=[C:6]([F:8])[CH:7]=1.CN(C)[CH2:13][CH2:14]N(C)CCN(C)C.C([Li])CCC.C([C:30](=[O:34])[C:31]([O-:33])=[O:32])C.Cl. (2) Given the product [NH2:45][C@@H:8]([CH2:1][C:2]1[CH:3]=[CH:4][CH:5]=[CH:6][CH:7]=1)[C@@H:9]([OH:44])[CH2:10][C@@H:11]([NH:19][C:20](=[O:43])[C@@H:21]([N:26]1[CH2:30][CH2:29][N:28]([CH2:31][C:32]2[C:41]3[C:36](=[CH:37][CH:38]=[CH:39][CH:40]=3)[N:35]=[CH:34][CH:33]=2)[C:27]1=[O:42])[C@@H:22]([CH3:25])[CH2:23][CH3:24])[CH2:12][C:13]1[CH:18]=[CH:17][CH:16]=[CH:15][CH:14]=1, predict the reactants needed to synthesize it. The reactants are: [CH2:1]([C@H:8]([NH:45]C(=O)OCC1C2C=CC=CC=2C2C1=CC=CC=2)[C@@H:9]([OH:44])[CH2:10][C@@H:11]([NH:19][C:20](=[O:43])[C@@H:21]([N:26]1[CH2:30][CH2:29][N:28]([CH2:31][C:32]2[C:41]3[C:36](=[CH:37][CH:38]=[CH:39][CH:40]=3)[N:35]=[CH:34][CH:33]=2)[C:27]1=[O:42])[C@@H:22]([CH3:25])[CH2:23][CH3:24])[CH2:12][C:13]1[CH:18]=[CH:17][CH:16]=[CH:15][CH:14]=1)[C:2]1[CH:7]=[CH:6][CH:5]=[CH:4][CH:3]=1.C(NCC)C.